From a dataset of Reaction yield outcomes from USPTO patents with 853,638 reactions. Predict the reaction yield, written as a fraction of the theoretical maximum amount of product (1.0 means a 100% yield; for example, 0.34 means a 34% yield). (1) The reactants are [CH3:1][O:2][C:3]1[C:8]([N+:9]([O-:11])=[O:10])=[CH:7][CH:6]=[CH:5][C:4]=1B1OC(C)(C)C(C)(C)O1.Br[C:22]1[S:26][C:25]([C:27]([OH:29])=[O:28])=[CH:24][CH:23]=1.C(=O)([O-])[O-].[Na+].[Na+]. The catalyst is O1CCOCC1.O.C1C=CC([P]([Pd]([P](C2C=CC=CC=2)(C2C=CC=CC=2)C2C=CC=CC=2)([P](C2C=CC=CC=2)(C2C=CC=CC=2)C2C=CC=CC=2)[P](C2C=CC=CC=2)(C2C=CC=CC=2)C2C=CC=CC=2)(C2C=CC=CC=2)C2C=CC=CC=2)=CC=1. The product is [CH3:1][O:2][C:3]1[C:8]([N+:9]([O-:11])=[O:10])=[CH:7][CH:6]=[CH:5][C:4]=1[C:22]1[S:26][C:25]([C:27]([OH:29])=[O:28])=[CH:24][CH:23]=1. The yield is 0.770. (2) The reactants are C([O:8][C:9]1[C:10]([F:22])=[C:11]([CH2:18][C:19](=[O:21])[CH3:20])[C:12]([N+:15]([O-:17])=[O:16])=[CH:13][CH:14]=1)C1C=CC=CC=1.[Cl-].[NH+]1C=CC=CC=1. The catalyst is Cl.C(OCC)(=O)C. The product is [F:22][C:10]1[C:9]([OH:8])=[CH:14][CH:13]=[C:12]([N+:15]([O-:17])=[O:16])[C:11]=1[CH2:18][C:19](=[O:21])[CH3:20]. The yield is 0.810. (3) The reactants are [F:1][C:2]1[CH:10]=[C:9]2[C:5]([C:6]([C:20]3[CH:21]=[N:22][N:23]([C@H:25]4[CH2:28][C@H:27]([C:29]([OH:31])=[O:30])[CH2:26]4)[CH:24]=3)=[CH:7][N:8]2[S:11]([C:14]2[CH:19]=[CH:18][CH:17]=[CH:16][CH:15]=2)(=[O:13])=[O:12])=[CH:4][CH:3]=1.FC1C=C2C(C(C3C=NN([C@@H]4C[C@H](C(OCC5C=CC=CC=5)=O)C4)C=3)=CN2S(C2C=CC=CC=2)(=O)=O)=CC=1. No catalyst specified. The product is [F:1][C:2]1[CH:10]=[C:9]2[C:5]([C:6]([C:20]3[CH:21]=[N:22][N:23]([C@@H:25]4[CH2:28][C@H:27]([C:29]([OH:31])=[O:30])[CH2:26]4)[CH:24]=3)=[CH:7][N:8]2[S:11]([C:14]2[CH:15]=[CH:16][CH:17]=[CH:18][CH:19]=2)(=[O:12])=[O:13])=[CH:4][CH:3]=1. The yield is 0.880. (4) The reactants are Br[C:2]1[C:19]([CH:20]=[O:21])=[CH:18][CH:17]=[CH:16][C:3]=1[O:4][CH2:5][CH2:6][CH2:7][NH:8][C:9](=[O:15])[O:10][C:11]([CH3:14])([CH3:13])[CH3:12].[B:22]1([B:22]2[O:26][C:25]([CH3:28])([CH3:27])[C:24]([CH3:30])([CH3:29])[O:23]2)[O:26][C:25]([CH3:28])([CH3:27])[C:24]([CH3:30])([CH3:29])[O:23]1.CC([O-])=O.[K+].N#N. The catalyst is O1CCOCC1.CCOC(C)=O.C1C=CC(P(C2C=CC=CC=2)[C-]2C=CC=C2)=CC=1.C1C=CC(P(C2C=CC=CC=2)[C-]2C=CC=C2)=CC=1.Cl[Pd]Cl.[Fe+2]. The product is [CH:20]([C:19]1[C:2]([B:22]2[O:26][C:25]([CH3:28])([CH3:27])[C:24]([CH3:30])([CH3:29])[O:23]2)=[C:3]([CH:16]=[CH:17][CH:18]=1)[O:4][CH2:5][CH2:6][CH2:7][NH:8][C:9](=[O:15])[O:10][C:11]([CH3:14])([CH3:13])[CH3:12])=[O:21]. The yield is 0.383. (5) The reactants are [N:1]([CH2:4][CH2:5][NH:6][C:7](=[O:21])[CH2:8][CH2:9][CH2:10][CH2:11][CH2:12][CH2:13][CH2:14][CH2:15][CH2:16][CH2:17][CH2:18][CH2:19][CH3:20])=[N+:2]=[N-:3].N([CH2:25][CH2:26]N)=[N+]=[N-].C(N(CC)CC)C. The catalyst is ClCCl. The product is [N:1]([CH2:4][CH2:5][NH:6][C:7](=[O:21])[CH2:8][CH2:9][CH2:10][CH2:11][CH2:12][CH2:13][CH2:14][CH2:15][CH2:16][CH2:17][CH2:18][CH2:19][CH2:20][CH2:25][CH3:26])=[N+:2]=[N-:3]. The yield is 0.840. (6) The reactants are [C:1](Cl)(=[O:5])[C:2](Cl)=O.CN(C)C=O.[CH3:12][O:13][C:14]([C:16]1[S:17][C:18]([C:21]2[CH:22]=[C:23]3[C:27](=[CH:28][CH:29]=2)[N:26]([CH:30]([CH3:32])[CH3:31])[CH:25]=C3)=[CH:19][CH:20]=1)=[O:15]. The catalyst is ClCCl. The product is [CH3:12][O:13][C:14]([C:16]1[S:17][C:18]([C:21]2[CH:29]=[C:28]3[C:27](=[CH:23][CH:22]=2)[N:26]([CH:30]([CH3:32])[CH3:31])[CH:25]=[C:2]3[CH:1]=[O:5])=[CH:19][CH:20]=1)=[O:15]. The yield is 0.990. (7) The reactants are Cl[C:2]1[CH:7]=[N:6][CH:5]=[C:4]([Cl:8])[N:3]=1.C1(P(C2CCCCC2)C2CCCCC2)CCCCC1.P([O-])([O-])([O-])=O.[K+].[K+].[K+].CC1(C)C(C)(C)OB([C:44]2[CH:45]=[N:46][N:47]3[CH:52]=[CH:51][CH:50]=[CH:49][C:48]=23)O1. The catalyst is CN(C=O)C.[Pd].[Pd].C(=CC(C=CC1C=CC=CC=1)=O)C1C=CC=CC=1.C(=CC(C=CC1C=CC=CC=1)=O)C1C=CC=CC=1.C(=CC(C=CC1C=CC=CC=1)=O)C1C=CC=CC=1. The product is [Cl:8][C:4]1[N:3]=[C:2]([C:44]2[CH:45]=[N:46][N:47]3[CH:52]=[CH:51][CH:50]=[CH:49][C:48]=23)[CH:7]=[N:6][CH:5]=1. The yield is 0.330. (8) The reactants are [Cl:1][CH2:2][C:3]1O[C:5](=[O:15])[C:6]2[CH:12]=[C:11]([C:13]#[N:14])[CH:10]=[CH:9][C:7]=2[N:8]=1.P(Cl)(Cl)(Cl)=O.[NH2:21][C:22]1[CH:27]=[CH:26][CH:25]=[CH:24][CH:23]=1. The catalyst is C(Cl)Cl. The product is [Cl:1][CH2:2][C:3]1[N:21]([C:22]2[CH:27]=[CH:26][CH:25]=[CH:24][CH:23]=2)[C:5](=[O:15])[C:6]2[C:7](=[CH:9][CH:10]=[C:11]([C:13]#[N:14])[CH:12]=2)[N:8]=1. The yield is 0.800. (9) The reactants are Cl[C:2]1[CH:7]=[CH:6][C:5]([F:8])=[CH:4][C:3]=1[N+:9]([O-:11])=[O:10].[C:12]1(B(O)O)[CH:17]=[CH:16][CH:15]=[CH:14][CH:13]=1.C(=O)([O-])[O-].[Na+].[Na+].[OH-].[Na+]. The catalyst is [Br-].C([N+](CCCC)(CCCC)CCCC)CCC.O.C([O-])(=O)C.C([O-])(=O)C.[Pd+2].CCOCC. The product is [F:8][C:5]1[CH:6]=[CH:7][C:2]([C:12]2[CH:17]=[CH:16][CH:15]=[CH:14][CH:13]=2)=[C:3]([N+:9]([O-:11])=[O:10])[CH:4]=1. The yield is 0.820.